This data is from Catalyst prediction with 721,799 reactions and 888 catalyst types from USPTO. The task is: Predict which catalyst facilitates the given reaction. (1) The catalyst class is: 23. Product: [Br:3][C:4]1[CH:5]=[CH:6][C:7]([C:10]2[N:11]([CH2:16][C@@H:17]3[CH2:21][CH2:20][N:19]([C:22]([CH:24]4[CH2:26][CH2:25]4)=[O:23])[CH2:18]3)[C:12](=[O:15])[N:13]([CH3:27])[N:14]=2)=[CH:8][CH:9]=1. Reactant: IC.[Br:3][C:4]1[CH:9]=[CH:8][C:7]([C:10]2[N:11]([CH2:16][C@@H:17]3[CH2:21][CH2:20][N:19]([C:22]([CH:24]4[CH2:26][CH2:25]4)=[O:23])[CH2:18]3)[C:12](=[O:15])[NH:13][N:14]=2)=[CH:6][CH:5]=1.[C:27]([O-])([O-])=O.[K+].[K+]. (2) The catalyst class is: 3. Reactant: OC(C(F)(F)F)=O.[CH3:8][C:9]1([CH3:36])[C@H:14]([NH:15][C:16]2[C:17]3[N:18]([CH:25]=[C:26]([C:28]4[CH:29]=[N:30][C:31]([O:34][CH3:35])=[CH:32][CH:33]=4)[CH:27]=3)[N:19]=[CH:20][C:21]=2[C:22]([NH2:24])=[O:23])[CH2:13][CH2:12][NH:11][CH2:10]1.[NH2:37][C:38](=[O:42])[C:39](O)=[O:40].CN(C(ON1N=NC2C=CC=NC1=2)=[N+](C)C)C.F[P-](F)(F)(F)(F)F.C(N(CC)CC)C. Product: [NH2:37][C:38](=[O:42])[C:39]([N:11]1[CH2:12][CH2:13][C@@H:14]([NH:15][C:16]2[C:17]3[N:18]([CH:25]=[C:26]([C:28]4[CH:29]=[N:30][C:31]([O:34][CH3:35])=[CH:32][CH:33]=4)[CH:27]=3)[N:19]=[CH:20][C:21]=2[C:22]([NH2:24])=[O:23])[C:9]([CH3:36])([CH3:8])[CH2:10]1)=[O:40]. (3) Reactant: [CH2:1]([O:8][C:9]([N:11]1[CH2:16][CH2:15][N:14]([C:17]2[CH:25]=[C:24]([Br:26])[CH:23]=[CH:22][C:18]=2[C:19](O)=[O:20])[CH2:13][CH2:12]1)=[O:10])[C:2]1[CH:7]=[CH:6][CH:5]=[CH:4][CH:3]=1.B.C1COCC1. Product: [Br:26][C:24]1[CH:23]=[CH:22][C:18]([CH2:19][OH:20])=[C:17]([N:14]2[CH2:15][CH2:16][N:11]([C:9]([O:8][CH2:1][C:2]3[CH:3]=[CH:4][CH:5]=[CH:6][CH:7]=3)=[O:10])[CH2:12][CH2:13]2)[CH:25]=1. The catalyst class is: 1. (4) Reactant: C([O:8][C:9]([CH:11]([CH2:24][CH2:25][C:26]([O:28]CC1C=CC=CC=1)=[O:27])[CH2:12][P:13]([CH3:23])(=[O:22])[O:14]CC1C=CC=CC=1)=[O:10])C1C=CC=CC=1. Product: [CH3:23][P:13]([CH2:12][CH:11]([CH2:24][CH2:25][C:26]([OH:28])=[O:27])[C:9]([OH:10])=[O:8])([OH:22])=[O:14]. The catalyst class is: 522. (5) Reactant: N1C=CN=C1.C1C=CC(P(C2C=CC=CC=2)C2C=CC=CC=2)=CC=1.[I:25]I.O[CH2:28][C:29]1[CH:34]=[CH:33][C:32]([CH3:35])=[CH:31][C:30]=1[O:36][S:37]([CH3:40])(=[O:39])=[O:38]. Product: [I:25][CH2:28][C:29]1[CH:34]=[CH:33][C:32]([CH3:35])=[CH:31][C:30]=1[O:36][S:37]([CH3:40])(=[O:39])=[O:38]. The catalyst class is: 2. (6) Reactant: [CH2:1]([O:3][C:4](=[O:16])[CH:5]([CH2:9][NH:10][CH:11]1[CH2:15][CH2:14][CH2:13][CH2:12]1)[CH2:6][CH2:7][CH3:8])[CH3:2].[Cl:17][C:18]1[N:23]=[C:22](Cl)[C:21]([N+:25]([O-:27])=[O:26])=[CH:20][N:19]=1.C(=O)(O)[O-].[K+]. Product: [CH2:1]([O:3][C:4](=[O:16])[CH:5]([CH2:9][N:10]([C:20]1[C:21]([N+:25]([O-:27])=[O:26])=[CH:22][N:23]=[C:18]([Cl:17])[N:19]=1)[CH:11]1[CH2:12][CH2:13][CH2:14][CH2:15]1)[CH2:6][CH2:7][CH3:8])[CH3:2]. The catalyst class is: 581. (7) Reactant: [C-:1]1([CH:6]=O)[CH:5]=[CH:4][CH:3]=[CH:2]1.[CH-:8]1[CH:12]=[CH:11][CH:10]=[CH:9]1.[Fe+2:13].[NH2:14][CH2:15][CH2:16][CH2:17][CH2:18][CH2:19][CH2:20][OH:21].[C:22](O[BH-](OC(=O)C)OC(=O)C)(=O)C.[Na+]. Product: [C-:8]1([CH2:22][N:14]([CH2:6][C-:1]2[CH:2]=[CH:3][CH:4]=[CH:5]2)[CH2:15][CH2:16][CH2:17][CH2:18][CH2:19][CH2:20][OH:21])[CH:12]=[CH:11][CH:10]=[CH:9]1.[CH-:1]1[CH:5]=[CH:4][CH:3]=[CH:2]1.[Fe+2:13].[CH-:1]1[CH:5]=[CH:4][CH:3]=[CH:2]1.[Fe+2:13]. The catalyst class is: 56. (8) Reactant: N12CCCN=C1CCCCC2.[NH2:12][C:13]1[CH:18]=[CH:17][C:16]([C:19]([N:21]2[CH2:26][CH2:25][N:24]([CH2:27][C:28]3[CH:33]=[CH:32][C:31]([C:34]([OH:43])([C:39]([F:42])([F:41])[F:40])[C:35]([F:38])([F:37])[F:36])=[CH:30][CH:29]=3)[CH2:23][CH2:22]2)=[O:20])=[CH:15][C:14]=1[Cl:44].[C:45]([Si:49]([CH3:52])([CH3:51])Cl)([CH3:48])([CH3:47])[CH3:46]. Product: [NH2:12][C:13]1[CH:18]=[CH:17][C:16]([C:19]([N:21]2[CH2:22][CH2:23][N:24]([CH2:27][C:28]3[CH:33]=[CH:32][C:31]([C:34]([O:43][Si:49]([C:45]([CH3:48])([CH3:47])[CH3:46])([CH3:52])[CH3:51])([C:35]([F:36])([F:37])[F:38])[C:39]([F:41])([F:42])[F:40])=[CH:30][CH:29]=3)[CH2:25][CH2:26]2)=[O:20])=[CH:15][C:14]=1[Cl:44]. The catalyst class is: 4. (9) Reactant: [C:1](Cl)(=[O:3])[CH3:2].[NH2:5][C@H:6]([C:31]1[CH:36]=[CH:35][CH:34]=[C:33]([F:37])[CH:32]=1)[CH2:7][CH:8]([N:10]1[CH2:15][CH2:14][CH:13]([N:16]2[C:20]3[CH2:21][N:22]([C:25]([O:27][CH2:28][CH3:29])=[O:26])[CH2:23][CH2:24][C:19]=3[N:18]=[C:17]2[CH3:30])[CH2:12][CH2:11]1)[CH3:9].C(N(CC)CC)C.C(=O)([O-])O.[Na+]. Product: [NH3:5].[C:1]([NH:5][C@H:6]([C:31]1[CH:36]=[CH:35][CH:34]=[C:33]([F:37])[CH:32]=1)[CH2:7][CH:8]([N:10]1[CH2:15][CH2:14][CH:13]([N:16]2[C:20]3[CH2:21][N:22]([C:25]([O:27][CH2:28][CH3:29])=[O:26])[CH2:23][CH2:24][C:19]=3[N:18]=[C:17]2[CH3:30])[CH2:12][CH2:11]1)[CH3:9])(=[O:3])[CH3:2]. The catalyst class is: 4. (10) Reactant: [OH:1][C:2]1[CH:7]=[CH:6][C:5]([OH:8])=[CH:4][C:3]=1[C:9](=[O:11])[CH3:10].Br[CH2:13][CH:14]1[CH2:16][CH2:15]1.C(=O)([O-])[O-].[K+].[K+]. Product: [CH:14]1([CH2:13][O:8][C:5]2[CH:6]=[CH:7][C:2]([OH:1])=[C:3]([C:9](=[O:11])[CH3:10])[CH:4]=2)[CH2:16][CH2:15]1. The catalyst class is: 10.